This data is from Catalyst prediction with 721,799 reactions and 888 catalyst types from USPTO. The task is: Predict which catalyst facilitates the given reaction. (1) Reactant: Cl[C:2]([O:4][CH2:5][C:6]1[CH:11]=[CH:10][CH:9]=[CH:8][CH:7]=1)=[O:3].[I:12][C:13]1[CH:14]=[C:15]([C:22]([N:24]([CH3:28])[CH2:25][CH2:26][CH3:27])=[O:23])[CH:16]=[C:17]([CH:21]=1)C(O)=O.C(N(CC)CC)C. Product: [CH2:5]([O:4][C:2](=[O:3])[C:17]1[CH:21]=[C:13]([I:12])[CH:14]=[C:15]([C:22]([N:24]([CH3:28])[CH2:25][CH2:26][CH3:27])=[O:23])[CH:16]=1)[C:6]1[CH:11]=[CH:10][CH:9]=[CH:8][CH:7]=1. The catalyst class is: 119. (2) Reactant: [C:1]([O:5][C:6]([N:8]1[CH2:12][CH2:11][C@@H:10]([F:13])[C@H:9]1[C:14]([O:16]CC1C=CC=CC=1)=[O:15])=[O:7])([CH3:4])([CH3:3])[CH3:2]. Product: [C:1]([O:5][C:6]([N:8]1[CH2:12][CH2:11][C@@H:10]([F:13])[C@H:9]1[C:14]([OH:16])=[O:15])=[O:7])([CH3:4])([CH3:2])[CH3:3]. The catalyst class is: 19. (3) Reactant: [Br:1][C:2]1[N:3]=[CH:4][C:5]([NH2:8])=[N:6][CH:7]=1.C([Li])CCC.CCCCCC.[CH3:20][O:21][C:22]1[CH:27]=[CH:26][CH:25]=[C:24]([O:28][CH2:29][C:30]2[CH:35]=[CH:34][C:33]([O:36][CH3:37])=[CH:32][CH:31]=2)[C:23]=1[C:38](=O)[CH:39]=[C:40](SC)SC.C(O)(=O)C.O.[NH2:51][NH2:52]. Product: [Br:1][C:2]1[N:3]=[CH:4][C:5]([NH:8][C:40]2[CH:39]=[C:38]([C:23]3[C:24]([O:28][CH2:29][C:30]4[CH:35]=[CH:34][C:33]([O:36][CH3:37])=[CH:32][CH:31]=4)=[CH:25][CH:26]=[CH:27][C:22]=3[O:21][CH3:20])[NH:52][N:51]=2)=[N:6][CH:7]=1. The catalyst class is: 1.